Dataset: Forward reaction prediction with 1.9M reactions from USPTO patents (1976-2016). Task: Predict the product of the given reaction. (1) Given the reactants Cl.Cl.[N+:3]([C:6]1[CH:11]=[C:10]([C:12]([F:15])([F:14])[F:13])[CH:9]=[CH:8][C:7]=1[N:16]1[CH2:21][CH2:20][CH2:19][C@H:18](N)[CH2:17]1)([O-:5])=[O:4].C=O.[C:25](O)(=O)C.[C:29]([BH3-])#[N:30].[Na+], predict the reaction product. The product is: [CH3:25][N:30]([CH3:29])[C@H:18]1[CH2:19][CH2:20][CH2:21][N:16]([C:7]2[CH:8]=[CH:9][C:10]([C:12]([F:15])([F:14])[F:13])=[CH:11][C:6]=2[N+:3]([O-:5])=[O:4])[CH2:17]1. (2) Given the reactants [Br:1][C:2]1[C:3]([C:13]#[CH:14])=[C:4]([CH:6]=[C:7]([C:9]([F:12])([F:11])[F:10])[CH:8]=1)[NH2:5].CC(C)([O-])C.[K+], predict the reaction product. The product is: [Br:1][C:2]1[CH:8]=[C:7]([C:9]([F:10])([F:11])[F:12])[CH:6]=[C:4]2[C:3]=1[CH:13]=[CH:14][NH:5]2. (3) Given the reactants [CH3:1][C:2]([O:4][C@H:5]1[C:14]2[C@@:15]3([CH3:30])[C@@H:26]([CH2:27][O:28][CH3:29])[O:25][C:23](=[O:24])[C:17]4=[CH:18][O:19][C:20]([C:21](=[O:22])[C:13]=2[C@@H:8]2[CH2:9][CH2:10][C@H:11]([OH:12])[C@@:7]2([CH3:31])[CH2:6]1)=[C:16]34)=[O:3].[NH:32]1[CH2:37][CH2:36][CH2:35][CH2:34][CH2:33]1, predict the reaction product. The product is: [C:2]([O:4][C@H:5]1[C:14]2[C@:15]3([CH3:30])[C:16](/[C:17](=[CH:18]\[N:32]4[CH2:37][CH2:36][CH2:35][CH2:34][CH2:33]4)/[C:23](=[O:24])[O:25][C@@H:26]3[CH2:27][O:28][CH3:29])=[C:20]([OH:19])[C:21](=[O:22])[C:13]=2[CH:8]2[C@@:7]([CH3:31])([C@@H:11]([OH:12])[CH2:10][CH2:9]2)[CH2:6]1)(=[O:3])[CH3:1]. (4) Given the reactants Br[CH2:2][C:3]1[CH:13]=[CH:12][C:6]([C:7]([O:9][CH2:10][CH3:11])=[O:8])=[CH:5][CH:4]=1.[C-:14]#[N:15].[K+], predict the reaction product. The product is: [C:14]([CH2:2][C:3]1[CH:13]=[CH:12][C:6]([C:7]([O:9][CH2:10][CH3:11])=[O:8])=[CH:5][CH:4]=1)#[N:15]. (5) Given the reactants [C:1]([O:5][C:6](=[O:22])[NH:7][C:8]1[CH:13]=[CH:12][C:11]([C:14]2[CH:19]=[CH:18][CH:17]=[CH:16][C:15]=2[F:20])=[CH:10][C:9]=1[NH2:21])([CH3:4])([CH3:3])[CH3:2].C([O:27][C:28](=O)[CH2:29][C:30](=[O:43])[C:31]1[CH:36]=[CH:35][CH:34]=[C:33]([C:37]2[CH:42]=[CH:41][N:40]=[CH:39][CH:38]=2)[CH:32]=1)(C)(C)C, predict the reaction product. The product is: [C:1]([O:5][C:6](=[O:22])[NH:7][C:8]1[CH:13]=[CH:12][C:11]([C:14]2[CH:19]=[CH:18][CH:17]=[CH:16][C:15]=2[F:20])=[CH:10][C:9]=1[NH:21][C:28](=[O:27])[CH2:29][C:30](=[O:43])[C:31]1[CH:36]=[CH:35][CH:34]=[C:33]([C:37]2[CH:38]=[CH:39][N:40]=[CH:41][CH:42]=2)[CH:32]=1)([CH3:4])([CH3:2])[CH3:3]. (6) Given the reactants [C:1]([C:3]1[CH:8]=[CH:7][C:6]([NH:9][C@H:10]([CH2:14][CH:15]([CH3:17])[CH3:16])[C:11]([NH2:13])=[O:12])=[C:5]([F:18])[C:4]=1F)#[N:2].Cl.[NH2:21][C:22]1[S:26][N:25]=[C:24]([CH3:27])[CH:23]=1.[H-].[Na+].[OH2:30], predict the reaction product. The product is: [NH2:13][C:11](=[O:12])[C@H:10]([NH:9][C:6]1[CH:7]=[CH:8][C:3]([C:1]([NH2:2])=[O:30])=[C:4]([NH:21][C:22]2[S:26][N:25]=[C:24]([CH3:27])[CH:23]=2)[C:5]=1[F:18])[CH2:14][CH:15]([CH3:17])[CH3:16]. (7) Given the reactants [NH2:1][C:2]1[C:3]2[CH2:12][CH2:11][CH2:10][CH2:9][C:4]=2[Se:5][C:6]=1[C:7]#[N:8].[OH-:13].[Na+].O, predict the reaction product. The product is: [NH2:1][C:2]1[C:3]2[CH2:12][CH2:11][CH2:10][CH2:9][C:4]=2[Se:5][C:6]=1[C:7]([NH2:8])=[O:13]. (8) The product is: [CH3:24][C@@H:22]1[O:23][C@H:18]([CH3:17])[CH2:19][N:20]([C:2]2[N:10]=[C:9]3[C:5]([N:6]=[CH:7][NH:8]3)=[C:4]([N:11]3[CH2:16][CH2:15][O:14][CH2:13][CH2:12]3)[N:3]=2)[CH2:21]1. Given the reactants Cl[C:2]1[N:10]=[C:9]2[C:5]([N:6]=[CH:7][NH:8]2)=[C:4]([N:11]2[CH2:16][CH2:15][O:14][CH2:13][CH2:12]2)[N:3]=1.[CH3:17][C@H:18]1[O:23][C@@H:22]([CH3:24])[CH2:21][NH:20][CH2:19]1.CCN(C(C)C)C(C)C.O, predict the reaction product. (9) Given the reactants [C:1]([O:5][C:6](=[O:15])[NH:7][C:8]1[CH:13]=[CH:12][C:11]([NH2:14])=[CH:10][CH:9]=1)([CH3:4])([CH3:3])[CH3:2].Br[CH:17]1[CH2:21][CH2:20][O:19][C:18]1=[O:22].C([O-])([O-])=O.[K+].[K+], predict the reaction product. The product is: [NH2:14][C:11]1[CH:10]=[CH:9][C:8]([NH:7][CH:6]2[CH2:21][CH2:20][O:19][C:18]2=[O:22])=[CH:13][CH:12]=1.[O:22]=[C:18]1[CH:17]([NH:14][C:11]2[CH:10]=[CH:9][C:8]([NH:7][C:6](=[O:15])[O:5][C:1]([CH3:4])([CH3:2])[CH3:3])=[CH:13][CH:12]=2)[CH2:21][CH2:20][O:19]1. (10) Given the reactants [Cl:1][C:2]1[C:3](F)=[N:4][CH:5]=[C:6]([Cl:8])[CH:7]=1.[O:10]1[C:14]2[CH:15]=[CH:16][C:17]([CH2:19][NH:20][S:21]([C:24]3[CH:33]=[CH:32][C:27]([C:28]([O:30][CH3:31])=[O:29])=[CH:26][CH:25]=3)(=[O:23])=[O:22])=[CH:18][C:13]=2[CH:12]=[CH:11]1, predict the reaction product. The product is: [O:10]1[C:14]2[CH:15]=[CH:16][C:17]([CH2:19][N:20]([C:3]3[C:2]([Cl:1])=[CH:7][C:6]([Cl:8])=[CH:5][N:4]=3)[S:21]([C:24]3[CH:33]=[CH:32][C:27]([C:28]([O:30][CH3:31])=[O:29])=[CH:26][CH:25]=3)(=[O:23])=[O:22])=[CH:18][C:13]=2[CH:12]=[CH:11]1.